From a dataset of Catalyst prediction with 721,799 reactions and 888 catalyst types from USPTO. Predict which catalyst facilitates the given reaction. The catalyst class is: 8. Reactant: Cl.[CH3:2][N:3]([CH2:5][C:6]1[CH:13]=[CH:12][C:9]([CH:10]=O)=[CH:8][CH:7]=1)[CH3:4].[I:14][C:15]1[CH:16]=[C:17]([NH:26][NH2:27])[CH:18]=[CH:19][C:20]=1[C:21]1[O:25][CH:24]=[N:23][CH:22]=1. Product: [I:14][C:15]1[CH:16]=[C:17]([NH:26][N:27]=[CH:10][C:9]2[CH:12]=[CH:13][C:6]([CH2:5][N:3]([CH3:4])[CH3:2])=[CH:7][CH:8]=2)[CH:18]=[CH:19][C:20]=1[C:21]1[O:25][CH:24]=[N:23][CH:22]=1.